From a dataset of Full USPTO retrosynthesis dataset with 1.9M reactions from patents (1976-2016). Predict the reactants needed to synthesize the given product. (1) Given the product [F:2][C:3]1[CH:4]=[CH:5][C:6]([C@@H:9]2[N:15]([C:37]([CH:34]3[CH2:35][CH2:36][O:31][CH2:32][CH2:33]3)=[O:38])[CH2:14][C:13]3[CH:16]=[CH:17][C:18]([C:20]([O:22][CH3:23])=[O:21])=[CH:19][C:12]=3[O:11][CH2:10]2)=[CH:7][CH:8]=1, predict the reactants needed to synthesize it. The reactants are: Cl.[F:2][C:3]1[CH:8]=[CH:7][C:6]([C@@H:9]2[NH:15][CH2:14][C:13]3[CH:16]=[CH:17][C:18]([C:20]([O:22][CH3:23])=[O:21])=[CH:19][C:12]=3[O:11][CH2:10]2)=[CH:5][CH:4]=1.CCN(CC)CC.[O:31]1[CH2:36][CH2:35][CH:34]([C:37](O)=[O:38])[CH2:33][CH2:32]1.ClC(Cl)C. (2) Given the product [F:19][C:20]1[CH:28]=[CH:27][C:23]([C:24]([NH:18][C:7]2[S:8][C:9]3[C:10]([CH3:17])([CH3:16])[O:11][C:12]([CH3:15])([CH3:14])[C:13]=3[C:6]=2[C:4]([O:3][CH2:1][CH3:2])=[O:5])=[O:25])=[C:22]([C:29]([F:30])([F:31])[F:32])[CH:21]=1, predict the reactants needed to synthesize it. The reactants are: [CH2:1]([O:3][C:4]([C:6]1[C:13]2[C:12]([CH3:15])([CH3:14])[O:11][C:10]([CH3:17])([CH3:16])[C:9]=2[S:8][C:7]=1[NH2:18])=[O:5])[CH3:2].[F:19][C:20]1[CH:28]=[CH:27][C:23]([C:24](Cl)=[O:25])=[C:22]([C:29]([F:32])([F:31])[F:30])[CH:21]=1. (3) Given the product [N+:19]([C:4]1[C:5]([OH:17])=[C:6]([C:8]2[CH:13]=[CH:12][CH:11]=[C:10]([C:14]([OH:16])=[O:15])[CH:9]=2)[CH:7]=[C:2]([F:1])[CH:3]=1)([O-:21])=[O:20], predict the reactants needed to synthesize it. The reactants are: [F:1][C:2]1[CH:3]=[C:4]([N+:19]([O-:21])=[O:20])[C:5]([O:17]C)=[C:6]([C:8]2[CH:13]=[CH:12][CH:11]=[C:10]([C:14]([OH:16])=[O:15])[CH:9]=2)[CH:7]=1. (4) The reactants are: [Br:1]Br.[CH3:3][CH:4]([CH3:13])[C:5]([C:7]1[CH:8]=[N:9][CH:10]=[N:11][CH:12]=1)=[O:6]. Given the product [Br:1][C:4]([CH3:13])([CH3:3])[C:5]([C:7]1[CH:12]=[N:11][CH:10]=[N:9][CH:8]=1)=[O:6], predict the reactants needed to synthesize it. (5) Given the product [N+:2]([C:5]1[CH:10]=[CH:9][C:8](/[CH:11]=[CH:12]/[CH:13]2[CH2:14][CH2:15][N:16]([CH2:20][CH2:21][C:22]3[CH:23]=[CH:24][C:25]([N+:28]([O-:30])=[O:29])=[CH:26][CH:27]=3)[CH2:17][CH2:18]2)=[CH:7][CH:6]=1)([O-:4])=[O:3], predict the reactants needed to synthesize it. The reactants are: [Cl-].[N+:2]([C:5]1[CH:10]=[CH:9][C:8](/[CH:11]=[CH:12]/[CH:13]2[CH2:18][CH2:17][NH2+:16][CH2:15][CH2:14]2)=[CH:7][CH:6]=1)([O-:4])=[O:3].Br[CH2:20][CH2:21][C:22]1[CH:27]=[CH:26][C:25]([N+:28]([O-:30])=[O:29])=[CH:24][CH:23]=1.C(N(CC)CC)C. (6) Given the product [Cl:1][C:2]1[CH:7]=[C:6]([CH3:8])[CH:5]=[CH:4][C:3]=1[NH:9][C:10]([C@@H:12]1[C@@H:16]([C:17]2[C:21]([CH:22]3[CH2:23][CH2:24]3)=[C:20]([CH:25]3[CH2:28][CH:27]([CH2:29][C:30]([CH3:33])([CH3:32])[CH3:31])[CH2:26]3)[O:19][N:18]=2)[CH2:15][N:14]([C:34](=[O:41])[CH2:35][CH2:36][C:37]([OH:39])=[O:38])[CH2:13]1)=[O:11], predict the reactants needed to synthesize it. The reactants are: [Cl:1][C:2]1[CH:7]=[C:6]([CH3:8])[CH:5]=[CH:4][C:3]=1[NH:9][C:10]([C@@H:12]1[C@@H:16]([C:17]2[C:21]([CH:22]3[CH2:24][CH2:23]3)=[C:20]([CH:25]3[CH2:28][CH:27]([CH2:29][C:30]([CH3:33])([CH3:32])[CH3:31])[CH2:26]3)[O:19][N:18]=2)[CH2:15][N:14]([C:34](=[O:41])[CH2:35][CH2:36][C:37]([O:39]C)=[O:38])[CH2:13]1)=[O:11].C1COCC1.[OH-].[Na+].Cl.